Dataset: Full USPTO retrosynthesis dataset with 1.9M reactions from patents (1976-2016). Task: Predict the reactants needed to synthesize the given product. (1) Given the product [S:1]1[CH:5]=[CH:4][C:3]([C:14]([OH:16])=[O:15])=[C:2]1[C:6]([OH:8])=[O:7], predict the reactants needed to synthesize it. The reactants are: [S:1]1[CH:5]=[CH:4][CH:3]=[C:2]1[C:6]([OH:8])=[O:7].C([Li])CCC.[C:14](=[O:16])=[O:15]. (2) Given the product [C:1]([O:5][C:6](=[O:34])[NH:7][C:8](=[NH:9])[C:10]1[S:11][C:12]([S:32][CH3:33])=[C:13]([S:15]([C:18]2[CH:19]=[C:20]([C:24]3[CH:29]=[CH:28][C:27]([NH:30][S:46]([C:45]([F:58])([F:57])[F:44])(=[O:48])=[O:47])=[CH:26][C:25]=3[CH3:31])[CH:21]=[CH:22][CH:23]=2)(=[O:17])=[O:16])[CH:14]=1)([CH3:4])([CH3:3])[CH3:2], predict the reactants needed to synthesize it. The reactants are: [C:1]([O:5][C:6](=[O:34])[NH:7][C:8]([C:10]1[S:11][C:12]([S:32][CH3:33])=[C:13]([S:15]([C:18]2[CH:19]=[C:20]([C:24]3[CH:29]=[CH:28][C:27]([NH2:30])=[CH:26][C:25]=3[CH3:31])[CH:21]=[CH:22][CH:23]=2)(=[O:17])=[O:16])[CH:14]=1)=[NH:9])([CH3:4])([CH3:3])[CH3:2].CCN(C(C)C)C(C)C.[F:44][C:45]([F:58])([F:57])[S:46](O[S:46]([C:45]([F:58])([F:57])[F:44])(=[O:48])=[O:47])(=[O:48])=[O:47].C([O-])(O)=O.[Na+]. (3) Given the product [O:1]1[C:5]2[CH:6]=[CH:7][CH:8]=[CH:9][C:4]=2[CH:3]=[C:2]1[C:10](=[O:12])[CH2:11][Br:13], predict the reactants needed to synthesize it. The reactants are: [O:1]1[C:5]2[CH:6]=[CH:7][CH:8]=[CH:9][C:4]=2[CH:3]=[C:2]1[C:10](=[O:12])[CH3:11].[Br-:13].[Br-].[Br-].[NH+]1C=CC=CC=1.[NH+]1C=CC=CC=1.[NH+]1C=CC=CC=1. (4) The reactants are: Br[C:2]1[CH:11]=[C:10]2[C:5]([CH:6]=[CH:7][CH:8]=[N:9]2)=[CH:4][CH:3]=1.CNCCNC.[CH3:18][S:19]([O-:21])=[O:20].[Na+]. Given the product [CH3:18][S:19]([C:2]1[CH:11]=[C:10]2[C:5]([CH:6]=[CH:7][CH:8]=[N:9]2)=[CH:4][CH:3]=1)(=[O:21])=[O:20], predict the reactants needed to synthesize it.